From a dataset of Forward reaction prediction with 1.9M reactions from USPTO patents (1976-2016). Predict the product of the given reaction. (1) Given the reactants Cl.[CH3:2][C:3]([C:7]1[CH:12]=[CH:11][CH:10]=[CH:9][CH:8]=1)([CH3:6])[CH2:4][NH2:5].C(N(CC)CC)C.[F:20][C:21]([F:32])([F:31])[C:22]1[CH:30]=[CH:29][C:25]([C:26](Cl)=[O:27])=[CH:24][CH:23]=1, predict the reaction product. The product is: [CH3:6][C:3]([C:7]1[CH:12]=[CH:11][CH:10]=[CH:9][CH:8]=1)([CH3:2])[CH2:4][NH:5][C:26](=[O:27])[C:25]1[CH:29]=[CH:30][C:22]([C:21]([F:20])([F:31])[F:32])=[CH:23][CH:24]=1. (2) The product is: [F:30][C:31]1[CH:36]=[CH:35][C:34]([C:2]2[CH:3]=[CH:4][CH:5]=[C:6]3[C:10]=2[C:9](=[O:11])[N:8]([CH2:12][CH2:13][C:14]2[N:19]=[C:18]4[CH:20]=[CH:21][S:22][C:17]4=[CH:16][CH:15]=2)[CH2:7]3)=[CH:33][CH:32]=1. Given the reactants Br[C:2]1[CH:3]=[CH:4][CH:5]=[C:6]2[C:10]=1[C:9](=[O:11])[N:8]([CH2:12][CH2:13][C:14]1[N:19]=[C:18]3[CH:20]=[CH:21][S:22][C:17]3=[CH:16][CH:15]=1)[CH2:7]2.O.C([O-])([O-])=O.[K+].[K+].[F:30][C:31]1[CH:36]=[CH:35][C:34](B(O)O)=[CH:33][CH:32]=1, predict the reaction product. (3) Given the reactants [CH:1]([O:14][CH:15]1[CH2:20][CH2:19][N:18]([C:21]([F:33])([F:32])[C:22]2[N:27]=[C:26]([C:28]([O:30]C)=[O:29])[CH:25]=[CH:24][CH:23]=2)[CH2:17][CH2:16]1)([C:8]1[CH:13]=[CH:12][CH:11]=[CH:10][CH:9]=1)[C:2]1[CH:7]=[CH:6][CH:5]=[CH:4][CH:3]=1.[OH-].[Na+], predict the reaction product. The product is: [CH:1]([O:14][CH:15]1[CH2:16][CH2:17][N:18]([C:21]([F:33])([F:32])[C:22]2[N:27]=[C:26]([C:28]([OH:30])=[O:29])[CH:25]=[CH:24][CH:23]=2)[CH2:19][CH2:20]1)([C:8]1[CH:9]=[CH:10][CH:11]=[CH:12][CH:13]=1)[C:2]1[CH:7]=[CH:6][CH:5]=[CH:4][CH:3]=1. (4) Given the reactants [CH3:1][O:2][Si:3]([CH2:8][CH2:9][CH2:10][N:11]([CH3:13])[CH3:12])([O:6][CH3:7])[O:4][CH3:5].[CH3:14][S:15]([O:18]C)(=[O:17])=[O:16], predict the reaction product. The product is: [CH3:14][S:15]([O-:18])(=[O:17])=[O:16].[CH3:1][O:2][Si:3]([CH2:8][CH2:9][CH2:10][N+:11]([CH3:14])([CH3:13])[CH3:12])([O:4][CH3:5])[O:6][CH3:7]. (5) Given the reactants [CH3:1][O:2][C:3]([CH:5]1[C:10](Cl)([Cl:11])[C:9](=O)[CH2:8][CH:7]([C:14]2[CH:19]=[CH:18][C:17]([Cl:20])=[C:16]([O:21][CH3:22])[C:15]=2[F:23])[NH:6]1)=[O:4].Cl.[NH2:25][OH:26].N1C=CC=CC=1, predict the reaction product. The product is: [CH3:1][O:2][C:3]([C:5]1[NH:6][CH:7]([C:14]2[CH:19]=[CH:18][C:17]([Cl:20])=[C:16]([O:21][CH3:22])[C:15]=2[F:23])[CH2:8][C:9](=[N:25][OH:26])[C:10]=1[Cl:11])=[O:4].